Task: Predict the reaction yield, written as a fraction of the theoretical maximum amount of product (1.0 means a 100% yield; for example, 0.34 means a 34% yield).. Dataset: Reaction yield outcomes from USPTO patents with 853,638 reactions (1) The reactants are [N:1]1[CH:6]=[CH:5][CH:4]=[C:3]([S:7]([OH:10])(=O)=[O:8])[CH:2]=1.P(Cl)(Cl)(Cl)(Cl)[Cl:12].P(Cl)(Cl)([Cl:19])=O.Cl. The catalyst is C(Cl)(Cl)Cl. The product is [ClH:12].[N:1]1[CH:6]=[CH:5][CH:4]=[C:3]([S:7]([Cl:19])(=[O:10])=[O:8])[CH:2]=1. The yield is 0.810. (2) The reactants are [CH2:1]([O:8][C:9]1[C:18](=[O:19])[N:17]2[C:12]([C:13]([CH3:21])([CH3:20])[O:14][CH2:15][CH2:16]2)=[N:11][C:10]=1[C:22]([NH:24][CH2:25][C:26]1[CH:31]=[CH:30][C:29]([F:32])=[CH:28][C:27]=1[P:33](=[O:40])([O:37]CC)[O:34][CH2:35][CH3:36])=[O:23])[C:2]1[CH:7]=[CH:6][CH:5]=[CH:4][CH:3]=1.C(O)C.[OH-].[Na+]. The catalyst is O1CCCC1.C(OCC)(=O)C. The product is [CH2:1]([O:8][C:9]1[C:18](=[O:19])[N:17]2[C:12]([C:13]([CH3:20])([CH3:21])[O:14][CH2:15][CH2:16]2)=[N:11][C:10]=1[C:22]([NH:24][CH2:25][C:26]1[CH:31]=[CH:30][C:29]([F:32])=[CH:28][C:27]=1[P:33](=[O:37])([OH:40])[O:34][CH2:35][CH3:36])=[O:23])[C:2]1[CH:3]=[CH:4][CH:5]=[CH:6][CH:7]=1. The yield is 0.640.